From a dataset of Full USPTO retrosynthesis dataset with 1.9M reactions from patents (1976-2016). Predict the reactants needed to synthesize the given product. (1) Given the product [Cl:1][C:2]1[CH:3]=[CH:4][C:5]([CH2:8][C:9](=[O:11])[CH2:12][C:13]([O:14][CH2:15][CH3:16])=[O:18])=[CH:6][CH:7]=1, predict the reactants needed to synthesize it. The reactants are: [Cl:1][C:2]1[CH:7]=[CH:6][C:5]([CH2:8][C:9]([OH:11])=O)=[CH:4][CH:3]=1.[CH3:12][C:13]1(C)[O:18]C(=O)[CH2:16][C:15](=O)[O:14]1. (2) Given the product [Cl:1][C:2]1[C:7]([O:8][CH3:9])=[CH:6][C:5]([O:10][CH3:11])=[CH:4][C:3]=1[C:12]1[C:23](=[O:24])[N:22]([CH2:25][CH2:26][N:27]2[CH2:31][C@@H:30]3[C@@H:29]([CH2:34][NH:33][CH2:32]3)[CH2:28]2)[C:15]2[N:16]=[C:17]([NH:20][CH3:21])[N:18]=[CH:19][C:14]=2[CH:13]=1, predict the reactants needed to synthesize it. The reactants are: [Cl:1][C:2]1[C:7]([O:8][CH3:9])=[CH:6][C:5]([O:10][CH3:11])=[CH:4][C:3]=1[C:12]1[C:23](=[O:24])[N:22]([CH2:25][CH2:26][N:27]2[CH2:31][C@@H:30]3[CH2:32][N:33](C(OC(C)(C)C)=O)[CH2:34][C@@H:29]3[CH2:28]2)[C:15]2[N:16]=[C:17]([NH:20][CH3:21])[N:18]=[CH:19][C:14]=2[CH:13]=1.Cl. (3) Given the product [Br:1][C:2]1[CH:3]=[CH:4][C:5]([Cl:20])=[C:6]([CH:7]=1)[CH2:8][C:10]1[CH:15]=[C:14]([F:16])[C:13]([O:17][CH3:18])=[C:12]([F:19])[CH:11]=1, predict the reactants needed to synthesize it. The reactants are: [Br:1][C:2]1[CH:3]=[CH:4][C:5]([Cl:20])=[C:6]([C:8]([C:10]2[CH:15]=[C:14]([F:16])[C:13]([O:17][CH3:18])=[C:12]([F:19])[CH:11]=2)=O)[CH:7]=1.C([SiH](CC)CC)C.FC(F)(F)S(O)(=O)=O. (4) Given the product [O:11]=[C:6]1[C:7]2[C:3](=[C:2]([O:1][CH2:13][CH2:14][C:15]([O:17][CH2:24][CH3:25])=[O:16])[CH:10]=[CH:9][CH:8]=2)[CH2:4][CH2:5]1, predict the reactants needed to synthesize it. The reactants are: [OH:1][C:2]1[CH:10]=[CH:9][CH:8]=[C:7]2[C:3]=1[CH2:4][CH2:5][C:6]2=[O:11].Cl[CH2:13][CH2:14][C:15]([OH:17])=[O:16].Cl.S(=O)(=O)(O)O.[CH2:24](O)[CH3:25]. (5) The reactants are: [N:1]1[CH:6]=[CH:5][CH:4]=[CH:3][C:2]=1[CH2:7][NH2:8].[CH3:9][C:10]1[C:11](=[O:19])[NH:12][C:13](SC)=[N:14][C:15]=1[CH3:16].O.C(OCC)C. Given the product [CH3:9][C:10]1[C:11](=[O:19])[NH:12][C:13]([NH:8][CH2:7][C:2]2[CH:3]=[CH:4][CH:5]=[CH:6][N:1]=2)=[N:14][C:15]=1[CH3:16], predict the reactants needed to synthesize it. (6) Given the product [CH3:40][O:41][C:42]([NH:44][C@H:45]([C:49]([N:2]1[CH:3]([C:11]([O:13][CH2:14][CH3:15])=[O:12])[CH2:4][C:5]2([CH2:10][CH2:9][O:8][CH2:7][CH2:6]2)[CH2:1]1)=[O:50])[CH:46]([CH3:47])[CH3:48])=[O:43], predict the reactants needed to synthesize it. The reactants are: [CH2:1]1[C:5]2([CH2:10][CH2:9][O:8][CH2:7][CH2:6]2)[CH2:4][CH:3]([C:11]([O:13][CH2:14][CH3:15])=[O:12])[NH:2]1.CN(C(ON1N=NC2C=CC=NC1=2)=[N+](C)C)C.F[P-](F)(F)(F)(F)F.[CH3:40][O:41][C:42]([NH:44][C@H:45]([C:49](O)=[O:50])[CH:46]([CH3:48])[CH3:47])=[O:43].CCN(C(C)C)C(C)C.